Dataset: Peptide-MHC class II binding affinity with 134,281 pairs from IEDB. Task: Regression. Given a peptide amino acid sequence and an MHC pseudo amino acid sequence, predict their binding affinity value. This is MHC class II binding data. The peptide sequence is GKTFSVGTGNCTTNI. The MHC is DRB3_0301 with pseudo-sequence DRB3_0301. The binding affinity (normalized) is 0.550.